Predict the reactants needed to synthesize the given product. From a dataset of Full USPTO retrosynthesis dataset with 1.9M reactions from patents (1976-2016). (1) Given the product [C:26]([O:30][C:31]([NH:33][C:34]1[CH:35]=[C:36]([C:40]([NH:42][C:43]2[N:44]=[C:45]([C:49]([NH:15][C:13]3[CH:14]=[C:10]([C:8]([NH:7][C:5]4[CH:4]=[C:3]([C:19]([O:21][CH3:22])=[O:20])[N:2]([CH3:1])[CH:6]=4)=[O:9])[N:11]([CH3:18])[CH:12]=3)=[O:50])[N:46]([CH3:48])[CH:47]=2)=[O:41])[N:37]([CH3:39])[CH:38]=1)=[O:32])([CH3:29])([CH3:27])[CH3:28], predict the reactants needed to synthesize it. The reactants are: [CH3:1][N:2]1[CH:6]=[C:5]([NH:7][C:8]([C:10]2[N:11]([CH3:18])[CH:12]=[C:13]([N+:15]([O-])=O)[CH:14]=2)=[O:9])[CH:4]=[C:3]1[C:19]([O:21][CH3:22])=[O:20].Cl.[H][H].[C:26]([O:30][C:31]([NH:33][C:34]1[CH:35]=[C:36]([C:40]([NH:42][C:43]2[N:44]=[C:45]([C:49](O)=[O:50])[N:46]([CH3:48])[CH:47]=2)=[O:41])[N:37]([CH3:39])[CH:38]=1)=[O:32])([CH3:29])([CH3:28])[CH3:27].C(Cl)CCl.CCN(C(C)C)C(C)C. (2) Given the product [C:3]([C:7]1[CH:11]=[C:10]([C:12]([OH:14])=[O:13])[N:9]([C:17]2[CH:18]=[C:19]3[C:24](=[CH:25][CH:26]=2)[N:23]=[CH:22][CH:21]=[CH:20]3)[N:8]=1)([CH3:6])([CH3:4])[CH3:5], predict the reactants needed to synthesize it. The reactants are: [OH-].[Li+].[C:3]([C:7]1[CH:11]=[C:10]([C:12]([O:14]CC)=[O:13])[N:9]([C:17]2[CH:18]=[C:19]3[C:24](=[CH:25][CH:26]=2)[N:23]=[CH:22][CH:21]=[CH:20]3)[N:8]=1)([CH3:6])([CH3:5])[CH3:4]. (3) Given the product [CH3:1][O:3][CH2:4][C:5]1[C:6]([C:9]2[CH:10]=[CH:11][C:12]([O:23][CH3:20])=[CH:13][CH:14]=2)=[C:7]([NH2:8])[NH:19][N:18]=1, predict the reactants needed to synthesize it. The reactants are: [CH2:1]([O:3][CH2:4][C:5](=O)[CH:6]([C:9]1[CH:14]=[CH:13][C:12](C)=[CH:11][CH:10]=1)[C:7]#[N:8])C.O.[NH2:18][NH2:19].[C:20]([OH:23])(=O)C. (4) Given the product [Si:14]([O:1][C:2]1[CH:3]=[C:4]([C:11]([OH:13])=[O:12])[CH:5]=[C:6]([C:7]([OH:9])=[O:8])[CH:10]=1)([C:17]([CH3:20])([CH3:19])[CH3:18])([CH3:16])[CH3:15], predict the reactants needed to synthesize it. The reactants are: [OH:1][C:2]1[CH:3]=[C:4]([C:11]([OH:13])=[O:12])[CH:5]=[C:6]([CH:10]=1)[C:7]([OH:9])=[O:8].[Si:14](Cl)([C:17]([CH3:20])([CH3:19])[CH3:18])([CH3:16])[CH3:15].N1C=CN=C1.C(OCC)C. (5) Given the product [N:3]1([C:17]([O:16][C:13]([CH3:15])([CH3:14])[CH3:12])=[O:18])[C:11]2[C:6](=[CH:7][CH:8]=[CH:9][CH:10]=2)[CH:5]=[CH:4]1, predict the reactants needed to synthesize it. The reactants are: [H-].[Na+].[NH:3]1[C:11]2[C:6](=[CH:7][CH:8]=[CH:9][CH:10]=2)[CH:5]=[CH:4]1.[CH3:12][C:13]([O:16][C:17](O[C:17]([O:16][C:13]([CH3:15])([CH3:14])[CH3:12])=[O:18])=[O:18])([CH3:15])[CH3:14].CCOC(C)=O. (6) Given the product [CH3:14][CH:13]([O:16][C:2]1[NH:3][C:4](=[O:12])[C:5]2[CH:11]=[CH:10][N:9]=[CH:8][C:6]=2[N:7]=1)[CH3:15], predict the reactants needed to synthesize it. The reactants are: Cl[C:2]1[N:3]=[C:4]([OH:12])[C:5]2[CH:11]=[CH:10][N:9]=[CH:8][C:6]=2[N:7]=1.[CH:13]([OH:16])([CH3:15])[CH3:14].